Dataset: Catalyst prediction with 721,799 reactions and 888 catalyst types from USPTO. Task: Predict which catalyst facilitates the given reaction. (1) Reactant: C(OC([N:8]1[CH:17]([C:18]([OH:20])=[O:19])[CH2:16][C:15]2[C:10](=[CH:11][C:12]([O:21][CH2:22][CH2:23][CH2:24][CH2:25][CH2:26][O:27][C:28]3[CH:33]=[C:32]([C:34]4[CH:39]=[CH:38][CH:37]=[CH:36][CH:35]=4)[CH:31]=[C:30]([C:40]4[CH:45]=[CH:44][CH:43]=[CH:42][CH:41]=4)[N:29]=3)=[CH:13][CH:14]=2)[CH2:9]1)=O)(C)(C)C.C(OCCCCCOC1C=C(C2C=CC=CC=2)C=C(C2C=CC=CC=2)N=1)(=O)C.FC(F)(F)C(O)=O.C(#N)C.O. Product: [C:34]1([C:32]2[CH:31]=[C:30]([C:40]3[CH:45]=[CH:44][CH:43]=[CH:42][CH:41]=3)[N:29]=[C:28]([O:27][CH2:26][CH2:25][CH2:24][CH2:23][CH2:22][O:21][C:12]3[CH:11]=[C:10]4[C:15]([CH2:16][CH:17]([C:18]([OH:20])=[O:19])[NH:8][CH2:9]4)=[CH:14][CH:13]=3)[CH:33]=2)[CH:39]=[CH:38][CH:37]=[CH:36][CH:35]=1. The catalyst class is: 4. (2) The catalyst class is: 450. Product: [CH3:37][O:38][C:39]1[C:44]([C:7]2[CH:12]=[CH:11][CH:10]=[CH:9][C:8]=2[NH:13][C:14](=[O:34])[C@@H:15]2[CH2:19][CH2:18][CH2:17][N:16]2[C:20](=[O:33])[CH2:21][CH2:22][C:23]2[N:27]([CH3:28])[C:26]3[CH:29]=[CH:30][CH:31]=[CH:32][C:25]=3[N:24]=2)=[CH:43][CH:42]=[CH:41][N:40]=1. Reactant: FC(F)(F)S(O[C:7]1[CH:12]=[CH:11][CH:10]=[CH:9][C:8]=1[NH:13][C:14](=[O:34])[C@@H:15]1[CH2:19][CH2:18][CH2:17][N:16]1[C:20](=[O:33])[CH2:21][CH2:22][C:23]1[N:27]([CH3:28])[C:26]2[CH:29]=[CH:30][CH:31]=[CH:32][C:25]=2[N:24]=1)(=O)=O.[CH3:37][O:38][C:39]1[C:44](B(O)O)=[CH:43][CH:42]=[CH:41][N:40]=1.C(=O)([O-])[O-].[Cs+].[Cs+].